From a dataset of NCI-60 drug combinations with 297,098 pairs across 59 cell lines. Regression. Given two drug SMILES strings and cell line genomic features, predict the synergy score measuring deviation from expected non-interaction effect. (1) Drug 1: C1=CC=C(C=C1)NC(=O)CCCCCCC(=O)NO. Drug 2: CCN(CC)CCCC(C)NC1=C2C=C(C=CC2=NC3=C1C=CC(=C3)Cl)OC. Cell line: SK-MEL-5. Synergy scores: CSS=18.5, Synergy_ZIP=-6.01, Synergy_Bliss=-3.01, Synergy_Loewe=-5.51, Synergy_HSA=-5.34. (2) Drug 1: C(=O)(N)NO. Drug 2: C1CNP(=O)(OC1)N(CCCl)CCCl. Cell line: OVCAR3. Synergy scores: CSS=-0.913, Synergy_ZIP=4.04, Synergy_Bliss=0.932, Synergy_Loewe=-2.68, Synergy_HSA=-5.20. (3) Drug 1: C1=CC(=CC=C1CC(C(=O)O)N)N(CCCl)CCCl.Cl. Drug 2: C1CN(P(=O)(OC1)NCCCl)CCCl. Cell line: IGROV1. Synergy scores: CSS=23.0, Synergy_ZIP=0.476, Synergy_Bliss=6.57, Synergy_Loewe=-3.41, Synergy_HSA=6.56. (4) Drug 1: CCCCC(=O)OCC(=O)C1(CC(C2=C(C1)C(=C3C(=C2O)C(=O)C4=C(C3=O)C=CC=C4OC)O)OC5CC(C(C(O5)C)O)NC(=O)C(F)(F)F)O. Drug 2: CC1CCC2CC(C(=CC=CC=CC(CC(C(=O)C(C(C(=CC(C(=O)CC(OC(=O)C3CCCCN3C(=O)C(=O)C1(O2)O)C(C)CC4CCC(C(C4)OC)O)C)C)O)OC)C)C)C)OC. Cell line: HS 578T. Synergy scores: CSS=47.9, Synergy_ZIP=9.66, Synergy_Bliss=14.7, Synergy_Loewe=15.6, Synergy_HSA=14.9. (5) Drug 1: C1=CC(=CC=C1CC(C(=O)O)N)N(CCCl)CCCl.Cl. Drug 2: COC1=C2C(=CC3=C1OC=C3)C=CC(=O)O2. Cell line: SK-MEL-28. Synergy scores: CSS=-4.27, Synergy_ZIP=1.05, Synergy_Bliss=1.28, Synergy_Loewe=-7.02, Synergy_HSA=-3.70. (6) Drug 1: CC1=C2C(C(=O)C3(C(CC4C(C3C(C(C2(C)C)(CC1OC(=O)C(C(C5=CC=CC=C5)NC(=O)OC(C)(C)C)O)O)OC(=O)C6=CC=CC=C6)(CO4)OC(=O)C)OC)C)OC. Drug 2: C1CC(=O)NC(=O)C1N2C(=O)C3=CC=CC=C3C2=O. Cell line: NCI-H226. Synergy scores: CSS=32.7, Synergy_ZIP=3.81, Synergy_Bliss=5.90, Synergy_Loewe=-22.0, Synergy_HSA=5.57. (7) Drug 1: C1CCC(C1)C(CC#N)N2C=C(C=N2)C3=C4C=CNC4=NC=N3. Drug 2: CC1C(C(CC(O1)OC2CC(OC(C2O)C)OC3=CC4=CC5=C(C(=O)C(C(C5)C(C(=O)C(C(C)O)O)OC)OC6CC(C(C(O6)C)O)OC7CC(C(C(O7)C)O)OC8CC(C(C(O8)C)O)(C)O)C(=C4C(=C3C)O)O)O)O. Cell line: T-47D. Synergy scores: CSS=-0.394, Synergy_ZIP=26.6, Synergy_Bliss=25.6, Synergy_Loewe=20.7, Synergy_HSA=20.3. (8) Drug 1: C1CN1C2=NC(=NC(=N2)N3CC3)N4CC4. Drug 2: C1CN(CCN1C(=O)CCBr)C(=O)CCBr. Cell line: KM12. Synergy scores: CSS=36.3, Synergy_ZIP=-11.2, Synergy_Bliss=-0.308, Synergy_Loewe=-19.9, Synergy_HSA=2.53.